From a dataset of Catalyst prediction with 721,799 reactions and 888 catalyst types from USPTO. Predict which catalyst facilitates the given reaction. (1) Reactant: B(Br)(Br)Br.[Cl:5][C:6]1[CH:11]=[C:10]([O:12]C)[CH:9]=[C:8]([O:14][CH3:15])[C:7]=1[C:16](=[O:26])[CH2:17][C:18]1[CH:23]=[CH:22][C:21]([O:24]C)=[CH:20][CH:19]=1. Product: [Cl:5][C:6]1[C:7]2[C:16](=[O:26])[C:17]([C:18]3[CH:23]=[CH:22][C:21]([OH:24])=[CH:20][CH:19]=3)=[CH:15][O:14][C:8]=2[CH:9]=[C:10]([OH:12])[CH:11]=1. The catalyst class is: 26. (2) Reactant: [C:1]([C:3]1[CH:13]=[C:7]2[C:8](N[C:11](=[O:12])[C:6]2=[CH:5][CH:4]=1)=[O:9])#[N:2].[CH3:14][O:15][C:16]1[CH:21]=[CH:20][C:19]([Mg]Br)=[CH:18][CH:17]=1.[Cl-].[NH4+]. Product: [OH:9][CH2:8][C:7]1[CH:13]=[C:3]([CH:4]=[CH:5][C:6]=1[C:11](=[O:12])[C:19]1[CH:20]=[CH:21][C:16]([O:15][CH3:14])=[CH:17][CH:18]=1)[C:1]#[N:2]. The catalyst class is: 4. (3) Reactant: [C:1]1([N:7]2[C:11]([C:12]3[CH:17]=[CH:16][CH:15]=[C:14]([CH2:18][CH2:19][CH3:20])[CH:13]=3)=[CH:10][C:9]([NH2:21])=[N:8]2)[CH:6]=[CH:5][CH:4]=[CH:3][CH:2]=1.[O:22]=[C:23]1[NH:28][CH2:27][CH:26]([C:29](O)=[O:30])[CH2:25][CH2:24]1.C1C=CC2N(O)N=NC=2C=1.CCN=C=NCCCN(C)C.Cl.C(=O)([O-])O.[Na+]. Product: [C:1]1([N:7]2[C:11]([C:12]3[CH:17]=[CH:16][CH:15]=[C:14]([CH2:18][CH2:19][CH3:20])[CH:13]=3)=[CH:10][C:9]([NH:21][C:29]([CH:26]3[CH2:25][CH2:24][C:23](=[O:22])[NH:28][CH2:27]3)=[O:30])=[N:8]2)[CH:6]=[CH:5][CH:4]=[CH:3][CH:2]=1. The catalyst class is: 30. (4) Reactant: [Si]([O:8][CH2:9][C@H:10]1[O:14][C@@H:13]([N:15]2[CH:22]=[C:21]([C:23]#[C:24][CH2:25][NH:26][C:27](=[O:32])[C:28]([F:31])([F:30])[F:29])[C:19](=[O:20])[NH:18][C:16]2=[O:17])[CH2:12][C@@H:11]1[O:33][CH2:34]SC)(C(C)(C)C)(C)C.C1CCCCC=1.S(Cl)(Cl)(=O)=O.N#N.[N-:50]=[N+:51]=[N-:52].[Na+]. Product: [N:50]([CH2:34][O:33][C@@H:11]1[C@@H:10]([CH2:9][OH:8])[O:14][C@@H:13]([N:15]2[CH:22]=[C:21]([C:23]#[C:24][CH2:25][NH:26][C:27](=[O:32])[C:28]([F:31])([F:30])[F:29])[C:19](=[O:20])[NH:18][C:16]2=[O:17])[CH2:12]1)=[N+:51]=[N-:52]. The catalyst class is: 2. (5) Reactant: [NH:1]1[C:9]2[C:4](=[CH:5][C:6]([C:10]3[C:14]4[C:15]([NH2:19])=[N:16][CH:17]=[CH:18][C:13]=4[S:12][CH:11]=3)=[CH:7][CH:8]=2)[CH2:3][CH2:2]1.CN(C(ON1N=NC2C=CC=NC1=2)=[N+](C)C)C.F[P-](F)(F)(F)(F)F.[F:44][C:45]1[C:50]([F:51])=[CH:49][CH:48]=[CH:47][C:46]=1[CH2:52][C:53](O)=[O:54].CCN(C(C)C)C(C)C. Product: [F:44][C:45]1[C:50]([F:51])=[CH:49][CH:48]=[CH:47][C:46]=1[CH2:52][C:53]([N:1]1[C:9]2[C:4](=[CH:5][C:6]([C:10]3[C:14]4[C:15]([NH2:19])=[N:16][CH:17]=[CH:18][C:13]=4[S:12][CH:11]=3)=[CH:7][CH:8]=2)[CH2:3][CH2:2]1)=[O:54]. The catalyst class is: 145. (6) Reactant: [CH2:1]([C:3]1[CH:9]=[CH:8][C:6]([NH2:7])=[CH:5][CH:4]=1)[CH3:2].[Li]CCCC.[F:15][C:16]1[C:17]([F:25])=[C:18](F)[C:19]([F:23])=[C:20]([F:22])[CH:21]=1.Cl. Product: [F:15][C:16]1[C:17]([F:25])=[CH:18][C:19]([F:23])=[C:20]([F:22])[C:21]=1[NH:7][C:6]1[CH:8]=[CH:9][C:3]([CH2:1][CH3:2])=[CH:4][CH:5]=1. The catalyst class is: 7. (7) Reactant: C([O:3][C:4]([C:6]1[CH:10]=[C:9]([O:11][CH2:12][C:13]([N:15]2[CH2:19][CH2:18][CH2:17][C@H:16]2[C:20](=[O:26])[NH:21][CH2:22][CH:23]2[CH2:25][CH2:24]2)=[O:14])[N:8]([C:27]2[CH:32]=[CH:31][CH:30]=[CH:29][CH:28]=2)[N:7]=1)=[O:5])C.[OH-].[Na+]. Product: [CH:23]1([CH2:22][NH:21][C:20]([C@@H:16]2[CH2:17][CH2:18][CH2:19][N:15]2[C:13](=[O:14])[CH2:12][O:11][C:9]2[N:8]([C:27]3[CH:28]=[CH:29][CH:30]=[CH:31][CH:32]=3)[N:7]=[C:6]([C:4]([OH:5])=[O:3])[CH:10]=2)=[O:26])[CH2:24][CH2:25]1. The catalyst class is: 20. (8) Reactant: [CH3:1][O:2][C:3]([C:5]1[C:10]([OH:11])=[C:9]([OH:12])[N:8]=[C:7]([C@@H:13]2[CH2:17][C:16]([F:19])([F:18])[CH2:15][N:14]2[C:20]([O:22][CH2:23][C:24]2[CH:29]=[CH:28][CH:27]=[CH:26][CH:25]=2)=[O:21])[N:6]=1)=[O:4].[C:30](O[C:30](=[O:37])[C:31]1[CH:36]=[CH:35][CH:34]=[CH:33][CH:32]=1)(=[O:37])[C:31]1[CH:36]=[CH:35][CH:34]=[CH:33][CH:32]=1. Product: [C:30]([O:11][C:10]1[C:5]([C:3]([O:2][CH3:1])=[O:4])=[N:6][C:7]([C@@H:13]2[CH2:17][C:16]([F:19])([F:18])[CH2:15][N:14]2[C:20]([O:22][CH2:23][C:24]2[CH:29]=[CH:28][CH:27]=[CH:26][CH:25]=2)=[O:21])=[N:8][C:9]=1[OH:12])(=[O:37])[C:31]1[CH:36]=[CH:35][CH:34]=[CH:33][CH:32]=1. The catalyst class is: 17.